Dataset: Full USPTO retrosynthesis dataset with 1.9M reactions from patents (1976-2016). Task: Predict the reactants needed to synthesize the given product. Given the product [ClH:1].[ClH:1].[N:3]1[CH:8]=[CH:7][N:6]=[CH:5][C:4]=1[CH2:9][C@@H:10]1[CH2:14][S:13][C:12]([NH2:15])=[N:11]1, predict the reactants needed to synthesize it. The reactants are: [ClH:1].Cl.[N:3]1[CH:8]=[CH:7][N:6]=[CH:5][C:4]=1[CH2:9][CH:10]1[CH2:14][S:13][C:12]([NH2:15])=[N:11]1.Cl.